Dataset: Forward reaction prediction with 1.9M reactions from USPTO patents (1976-2016). Task: Predict the product of the given reaction. (1) Given the reactants BrC1C=CC(O)=C(C2C=[CH:16][C:15]3[C:10](=[CH:11][CH:12]=[C:13]([C:18]4[N:22]([CH:23]5[CH2:28][CH2:27][CH2:26][CH2:25][CH2:24]5)[C:21]5[CH:29]=[CH:30][C:31]([C:33]([OH:35])=[O:34])=[CH:32][C:20]=5[N:19]=4)[CH:14]=3)[N:9]=2)C=1.[OH:37][C:38]1[CH:43]=[CH:42][CH:41]=[C:40]([O:44][CH3:45])[C:39]=1[C:46](=O)[CH3:47].[OH-].[K+], predict the reaction product. The product is: [CH:23]1([N:22]2[C:21]3[CH:29]=[CH:30][C:31]([C:33]([OH:35])=[O:34])=[CH:32][C:20]=3[N:19]=[C:18]2[C:13]2[CH:14]=[C:15]3[C:10](=[CH:11][CH:12]=2)[N:9]=[C:46]([C:39]2[C:40]([O:44][CH3:45])=[CH:41][CH:42]=[CH:43][C:38]=2[OH:37])[CH:47]=[CH:16]3)[CH2:24][CH2:25][CH2:26][CH2:27][CH2:28]1. (2) Given the reactants [NH2:1][C:2]1[CH:7]=[CH:6][C:5]([N:8]2[CH2:13][CH2:12][N:11]([C:14]([C:16]3[C:17]([C:22]4[CH:27]=[CH:26][CH:25]=[CH:24][C:23]=4[Cl:28])=[N:18][O:19][C:20]=3[CH3:21])=[O:15])[CH2:10][CH2:9]2)=[C:4]([Cl:29])[CH:3]=1.N(OC(C)(C)C)=O.[N:37]([Si](C)(C)C)=[N+:38]=[N-], predict the reaction product. The product is: [N:1]([C:2]1[CH:7]=[CH:6][C:5]([N:8]2[CH2:9][CH2:10][N:11]([C:14]([C:16]3[C:17]([C:22]4[CH:27]=[CH:26][CH:25]=[CH:24][C:23]=4[Cl:28])=[N:18][O:19][C:20]=3[CH3:21])=[O:15])[CH2:12][CH2:13]2)=[C:4]([Cl:29])[CH:3]=1)=[N+:37]=[N-:38].